This data is from HIV replication inhibition screening data with 41,000+ compounds from the AIDS Antiviral Screen. The task is: Binary Classification. Given a drug SMILES string, predict its activity (active/inactive) in a high-throughput screening assay against a specified biological target. (1) The compound is COC(=O)C(C(=O)Cc1ccccc1[N+](=O)[O-])C(=O)OC. The result is 0 (inactive). (2) The compound is O=Cc1nc(O)nc(O)c1C(=O)O. The result is 0 (inactive). (3) The molecule is CC(=NNC(N)=S)c1sc(-n2nc(-c3ccccc3)cc2-c2ccccc2)nc1C. The result is 0 (inactive). (4) The molecule is NC1=c2[nH]c(-c3ccc([N+](=O)[O-])cc3)nc2=NS(=O)(O)=N1. The result is 0 (inactive).